This data is from Forward reaction prediction with 1.9M reactions from USPTO patents (1976-2016). The task is: Predict the product of the given reaction. The product is: [C:3]1([C:9]2[O:13][CH:12]=[N:11][C:10]=2[C:14]([Cl:25])=[O:16])[CH:8]=[CH:7][CH:6]=[CH:5][CH:4]=1. Given the reactants N#N.[C:3]1([C:9]2[O:13][CH:12]=[N:11][C:10]=2[C:14]([OH:16])=O)[CH:8]=[CH:7][CH:6]=[CH:5][CH:4]=1.CN(C=O)C.C(Cl)(=O)C([Cl:25])=O, predict the reaction product.